From a dataset of Full USPTO retrosynthesis dataset with 1.9M reactions from patents (1976-2016). Predict the reactants needed to synthesize the given product. (1) Given the product [O:18]=[C:19]1[CH:20]=[C:24]([CH:26]2[CH2:31][CH2:30][N:29]([C:32]([O:34][C:35]([CH3:38])([CH3:37])[CH3:36])=[O:33])[CH2:28][CH2:27]2)[N:9]2[N:10]=[C:11]3[C:7]([C:6]([N:1]4[CH:5]=[N:4][CH:3]=[N:2]4)=[CH:14][CH:13]=[CH:12]3)=[C:8]2[NH:15]1, predict the reactants needed to synthesize it. The reactants are: [N:1]1([C:6]2[CH:14]=[CH:13][CH:12]=[C:11]3[C:7]=2[C:8]([NH2:15])=[N:9][NH:10]3)[CH:5]=[N:4][CH:3]=[N:2]1.CC1(C)OC(=O)[CH:20]([C:24]([CH:26]2[CH2:31][CH2:30][N:29]([C:32]([O:34][C:35]([CH3:38])([CH3:37])[CH3:36])=[O:33])[CH2:28][CH2:27]2)=O)[C:19](=O)[O:18]1.P([O-])([O-])([O-])=O.[K+].[K+].[K+].Cl. (2) Given the product [Cl:1][C:2]1[CH:3]=[CH:4][C:5]([N:8]2[C:17](=[O:18])[C:16]3[C:11](=[CH:12][CH:13]=[CH:14][CH:15]=3)[N:10]=[C:9]2[C:19]2[CH:24]=[C:23]3[C:22]([CH:25]=[CH:26][NH:27]3)=[CH:21][CH:20]=2)=[CH:6][CH:7]=1, predict the reactants needed to synthesize it. The reactants are: [Cl:1][C:2]1[CH:7]=[CH:6][C:5]([N:8]2[C:17](=[O:18])[C:16]3[C:11](=[CH:12][CH:13]=[CH:14][CH:15]=3)[N:10]=[C:9]2[C:19]2[CH:24]=[CH:23][C:22](/[CH:25]=[CH:26]/[N:27](C)C)=[C:21]([N+]([O-])=O)[CH:20]=2)=[CH:4][CH:3]=1. (3) Given the product [CH3:30][NH:31][C:32]([N:12]1[CH2:11][CH2:10][N:9]([CH2:13][C:14]2[CH:19]=[CH:18][C:17]([C:20]3[CH:25]=[CH:24][CH:23]=[CH:22][C:21]=3[C:26]([F:28])([F:29])[F:27])=[CH:16][CH:15]=2)[CH2:8][CH:7]1[C:1]1[CH:2]=[CH:3][CH:4]=[CH:5][CH:6]=1)=[O:33], predict the reactants needed to synthesize it. The reactants are: [C:1]1([CH:7]2[NH:12][CH2:11][CH2:10][N:9]([CH2:13][C:14]3[CH:19]=[CH:18][C:17]([C:20]4[CH:25]=[CH:24][CH:23]=[CH:22][C:21]=4[C:26]([F:29])([F:28])[F:27])=[CH:16][CH:15]=3)[CH2:8]2)[CH:6]=[CH:5][CH:4]=[CH:3][CH:2]=1.[CH3:30][N:31]=[C:32]=[O:33]. (4) Given the product [ClH:37].[ClH:57].[NH2:21][C@H:18]1[CH2:19][CH2:20][C@H:15]([NH:14][C:13]2[C:12]3[C:7](=[CH:8][CH:9]=[C:10]([C:29]4[CH:34]=[C:33]([F:35])[C:32]([OH:36])=[C:31]([Cl:37])[CH:30]=4)[N:11]=3)[N:6]=[CH:5][C:4]=2[C:1](=[O:3])[CH3:2])[CH2:16][CH2:17]1, predict the reactants needed to synthesize it. The reactants are: [C:1]([C:4]1[CH:5]=[N:6][C:7]2[C:12]([C:13]=1[NH:14][CH:15]1[CH2:20][CH2:19][CH:18]([NH:21]C(=O)OC(C)(C)C)[CH2:17][CH2:16]1)=[N:11][C:10]([C:29]1[CH:34]=[C:33]([F:35])[C:32]([OH:36])=[C:31]([Cl:37])[CH:30]=1)=[CH:9][CH:8]=2)(=[O:3])[CH3:2].C(O)(C(F)(F)F)=O.C1(N)C(F)=C(F)C(F)=C(N)C=1F.[ClH:57].Cl. (5) Given the product [F:12][C:9]1[CH:10]=[CH:11][C:6]([CH:5]2[CH2:4][CH2:3][CH2:2][N:36]3[C:19]([C:22]4[CH:27]=[CH:26][C:25]([C:28]5[O:32][C:31]([CH3:33])=[N:30][CH:29]=5)=[C:24]([O:34][CH3:35])[CH:23]=4)=[N:20][N:21]=[C:17]23)=[C:7]([C:13]([F:16])([F:15])[F:14])[CH:8]=1, predict the reactants needed to synthesize it. The reactants are: Cl[CH2:2][CH2:3][CH2:4][CH:5]([C:17]1O[C:19]([C:22]2[CH:27]=[CH:26][C:25]([C:28]3[O:32][C:31]([CH3:33])=[N:30][CH:29]=3)=[C:24]([O:34][CH3:35])[CH:23]=2)=[N:20][N:21]=1)[C:6]1[CH:11]=[CH:10][C:9]([F:12])=[CH:8][C:7]=1[C:13]([F:16])([F:15])[F:14].[N-:36]=[N+]=[N-].[Na+]. (6) Given the product [O:31]1[C:10]2[C:11]3[CH:19]=[CH:18][C:17]([N:20]4[CH2:24][C@H:23]([CH2:25][NH:26][C:27](=[O:29])[CH3:28])[O:22][C:21]4=[O:30])=[CH:16][C:12]=3[O:13][CH2:14][CH2:15][C:9]=2[CH:1]=[N:32]1, predict the reactants needed to synthesize it. The reactants are: [C:1]([CH:9]1[CH2:15][CH2:14][O:13][C:12]2[CH:16]=[C:17]([N:20]3[CH2:24][C@H:23]([CH2:25][NH:26][C:27](=[O:29])[CH3:28])[O:22][C:21]3=[O:30])[CH:18]=[CH:19][C:11]=2[C:10]1=[O:31])(=O)C1C=CC=CC=1.[NH2:32]OS(O)(=O)=O.C(=O)(O)[O-].[Na+]. (7) Given the product [C:1]1([CH:7]([C:20]2[CH:25]=[CH:24][CH:23]=[CH:22][CH:21]=2)[CH2:8][CH2:9][NH:10][C:11](=[O:19])[C:12]2[CH:17]=[CH:16][CH:15]=[N:14][C:13]=2[NH:34][CH2:33][CH2:32][N:26]2[CH2:31][CH2:30][O:29][CH2:28][CH2:27]2)[CH:6]=[CH:5][CH:4]=[CH:3][CH:2]=1, predict the reactants needed to synthesize it. The reactants are: [C:1]1([CH:7]([C:20]2[CH:25]=[CH:24][CH:23]=[CH:22][CH:21]=2)[CH2:8][CH2:9][NH:10][C:11](=[O:19])[C:12]2[CH:17]=[CH:16][CH:15]=[N:14][C:13]=2F)[CH:6]=[CH:5][CH:4]=[CH:3][CH:2]=1.[N:26]1([CH2:32][CH2:33][NH2:34])[CH2:31][CH2:30][O:29][CH2:28][CH2:27]1.